From a dataset of Full USPTO retrosynthesis dataset with 1.9M reactions from patents (1976-2016). Predict the reactants needed to synthesize the given product. Given the product [CH3:1][C:2]1[CH:3]=[CH:4][C:5]([C:8]2[CH2:12][CH2:11][CH2:10][C:9]=2[C:13]([OH:15])=[O:14])=[CH:6][CH:7]=1, predict the reactants needed to synthesize it. The reactants are: [CH3:1][C:2]1[CH:7]=[CH:6][C:5]([C:8]2[CH2:12][CH2:11][CH2:10][C:9]=2[C:13]([O:15]C)=[O:14])=[CH:4][CH:3]=1.[OH-].[Na+].Cl.